From a dataset of Merck oncology drug combination screen with 23,052 pairs across 39 cell lines. Regression. Given two drug SMILES strings and cell line genomic features, predict the synergy score measuring deviation from expected non-interaction effect. (1) Drug 1: O=C(CCCCCCC(=O)Nc1ccccc1)NO. Drug 2: Cn1nnc2c(C(N)=O)ncn2c1=O. Cell line: SKMEL30. Synergy scores: synergy=21.9. (2) Drug 1: N.N.O=C(O)C1(C(=O)O)CCC1.[Pt]. Drug 2: Cn1cc(-c2cnn3c(N)c(Br)c(C4CCCNC4)nc23)cn1. Cell line: SW837. Synergy scores: synergy=-9.38. (3) Drug 1: C=CCn1c(=O)c2cnc(Nc3ccc(N4CCN(C)CC4)cc3)nc2n1-c1cccc(C(C)(C)O)n1. Drug 2: NC(=O)c1cccc2cn(-c3ccc(C4CCCNC4)cc3)nc12. Cell line: OVCAR3. Synergy scores: synergy=60.1. (4) Drug 1: CN(Cc1cnc2nc(N)nc(N)c2n1)c1ccc(C(=O)NC(CCC(=O)O)C(=O)O)cc1. Drug 2: COC1CC2CCC(C)C(O)(O2)C(=O)C(=O)N2CCCCC2C(=O)OC(C(C)CC2CCC(OP(C)(C)=O)C(OC)C2)CC(=O)C(C)C=C(C)C(O)C(OC)C(=O)C(C)CC(C)C=CC=CC=C1C. Cell line: A427. Synergy scores: synergy=22.0. (5) Drug 1: CC(=O)OC1C(=O)C2(C)C(O)CC3OCC3(OC(C)=O)C2C(OC(=O)c2ccccc2)C2(O)CC(OC(=O)C(O)C(NC(=O)c3ccccc3)c3ccccc3)C(C)=C1C2(C)C. Drug 2: CCc1cnn2c(NCc3ccc[n+]([O-])c3)cc(N3CCCCC3CCO)nc12. Cell line: NCIH23. Synergy scores: synergy=-16.9.